Task: Predict the product of the given reaction.. Dataset: Forward reaction prediction with 1.9M reactions from USPTO patents (1976-2016) Given the reactants [NH2:1][C:2]1[CH:10]=[CH:9][C:5]([C:6]([OH:8])=O)=[CH:4][C:3]=1[Cl:11].[N:12]1([C:18]([O:20][C:21]([CH3:24])([CH3:23])[CH3:22])=[O:19])[CH2:17][CH2:16][NH:15][CH2:14][CH2:13]1.C(N(CC)CC)C.Cl.CN(C)CCCN=C=NCC, predict the reaction product. The product is: [NH2:1][C:2]1[CH:10]=[CH:9][C:5]([C:6]([N:15]2[CH2:14][CH2:13][N:12]([C:18]([O:20][C:21]([CH3:24])([CH3:23])[CH3:22])=[O:19])[CH2:17][CH2:16]2)=[O:8])=[CH:4][C:3]=1[Cl:11].